Dataset: Forward reaction prediction with 1.9M reactions from USPTO patents (1976-2016). Task: Predict the product of the given reaction. (1) Given the reactants [NH2:1][C:2]1[CH:3]=[CH:4][C:5]2[O:9][CH:8]([C:10]([O:12][CH3:13])=[O:11])[CH2:7][C:6]=2[CH:14]=1.Cl[C:16]1[N:21]=[C:20]([NH:22][C:23]2[CH:28]=[CH:27][C:26]([Cl:29])=[CH:25][CH:24]=2)[C:19]([F:30])=[CH:18][N:17]=1, predict the reaction product. The product is: [Cl:29][C:26]1[CH:25]=[CH:24][C:23]([NH:22][C:20]2[C:19]([F:30])=[CH:18][N:17]=[C:16]([NH:1][C:2]3[CH:3]=[CH:4][C:5]4[O:9][CH:8]([C:10]([O:12][CH3:13])=[O:11])[CH2:7][C:6]=4[CH:14]=3)[N:21]=2)=[CH:28][CH:27]=1. (2) Given the reactants [CH:1]1([C:7]2([C:12]3[CH:17]=[C:16]([O:18]C)[CH:15]=[C:14]([O:20]C)[CH:13]=3)[S:11][CH2:10][CH2:9][S:8]2)[CH2:6][CH2:5][CH2:4][CH2:3][CH2:2]1.C(C1(C2C=C(O)C=C(O)C=2)SCCS1)CCC, predict the reaction product. The product is: [CH:1]1([C:7]2([C:12]3[CH:17]=[C:16]([OH:18])[CH:15]=[C:14]([OH:20])[CH:13]=3)[S:8][CH2:9][CH2:10][S:11]2)[CH2:2][CH2:3][CH2:4][CH2:5][CH2:6]1. (3) Given the reactants [O:1]=[C:2]1[C:10]2([C:14]3=[CH:15][C:16]4[O:20][CH2:19][O:18][C:17]=4[CH:21]=[C:13]3[O:12][CH2:11]2)[C:9]2[C:4](=[CH:5][CH:6]=[CH:7][CH:8]=2)[N:3]1[CH2:22][C:23]1[CH:28]=[CH:27][C:26]([NH:29][C@@H:30]2[CH2:34][CH2:33][N:32](C(OC(C)(C)C)=O)[CH2:31]2)=[CH:25][CH:24]=1.FC(F)(F)C(O)=O.[OH-].[Na+], predict the reaction product. The product is: [OH-:1].[NH:32]1[CH2:33][CH2:34][C@@H:30]([NH:29][C:26]2[CH:25]=[CH:24][C:23]([CH2:22][N:3]3[C:4]4[C:9](=[CH:8][CH:7]=[CH:6][CH:5]=4)[C:10]4([C:14]5=[CH:15][C:16]6[O:20][CH2:19][O:18][C:17]=6[CH:21]=[C:13]5[O:12][CH2:11]4)[C:2]3=[O:1])=[CH:28][CH:27]=2)[CH2:31]1. (4) Given the reactants C([O:8][C:9]([C:11]1[N:12]([CH2:21][C:22]2[CH:27]=[CH:26][CH:25]=[C:24]([F:28])[CH:23]=2)[C:13]2[C:18]([CH:19]=1)=[C:17]([Br:20])[CH:16]=[CH:15][CH:14]=2)=O)C1C=CC=CC=1.[OH-].[Na+].C(Cl)(=O)C(Cl)=O.[NH3:37], predict the reaction product. The product is: [Br:20][C:17]1[CH:16]=[CH:15][CH:14]=[C:13]2[C:18]=1[CH:19]=[C:11]([C:9]([NH2:37])=[O:8])[N:12]2[CH2:21][C:22]1[CH:27]=[CH:26][CH:25]=[C:24]([F:28])[CH:23]=1.